This data is from Catalyst prediction with 721,799 reactions and 888 catalyst types from USPTO. The task is: Predict which catalyst facilitates the given reaction. (1) Reactant: [CH3:1][N:2]1[CH:6]=[CH:5][C:4]([NH2:7])=[N:3]1.CCN(C(C)C)C(C)C.[C:17]([O:21][C:22]([NH:24][C:25]1([CH:29]([OH:33])[C:30](O)=[O:31])[CH2:28][CH2:27][CH2:26]1)=[O:23])([CH3:20])([CH3:19])[CH3:18].CN(C(ON1N=NC2C=CC=NC1=2)=[N+](C)C)C.F[P-](F)(F)(F)(F)F. Product: [OH:33][CH:29]([C:25]1([NH:24][C:22](=[O:23])[O:21][C:17]([CH3:19])([CH3:18])[CH3:20])[CH2:28][CH2:27][CH2:26]1)[C:30]([NH:7][C:4]1[CH:5]=[CH:6][N:2]([CH3:1])[N:3]=1)=[O:31]. The catalyst class is: 3. (2) Reactant: Cl[C:2]1[N:3]=[N:4][CH:5]=[C:6]([C:10]2[CH:15]=[CH:14][CH:13]=[CH:12][CH:11]=2)[C:7]=1[C:8]#[N:9].[NH2:16][NH2:17]. Product: [C:10]1([C:6]2[CH:5]=[N:17][N:16]=[C:2]3[NH:3][N:4]=[C:8]([NH2:9])[C:7]=23)[CH:15]=[CH:14][CH:13]=[CH:12][CH:11]=1. The catalyst class is: 8. (3) Reactant: Cl[C:2]1[N:7]=[CH:6][C:5]([C:8]2[S:9][C:10]3[CH2:16][CH2:15][N:14]([CH:17]4[CH2:20][CH2:19][CH2:18]4)[CH2:13][CH2:12][C:11]=3[N:21]=2)=[CH:4][CH:3]=1.[NH:22]1[CH2:26][CH2:25][CH2:24][CH2:23]1.C(=O)([O-])[O-].[K+].[K+].Cl. Product: [CH:17]1([N:14]2[CH2:15][CH2:16][C:10]3[S:9][C:8]([C:5]4[CH:6]=[N:7][C:2]([N:22]5[CH2:26][CH2:25][CH2:24][CH2:23]5)=[CH:3][CH:4]=4)=[N:21][C:11]=3[CH2:12][CH2:13]2)[CH2:20][CH2:19][CH2:18]1. The catalyst class is: 9. (4) Reactant: F[C:2]1[CH:7]=[CH:6][C:5]([N+:8]([O-:10])=[O:9])=[C:4]([CH3:11])[CH:3]=1.[C:12]1([S:18]([O-:20])=[O:19])[CH:17]=[CH:16][CH:15]=[CH:14][CH:13]=1.[Na+]. Product: [C:12]1([S:18]([C:2]2[CH:7]=[CH:6][C:5]([N+:8]([O-:10])=[O:9])=[C:4]([CH3:11])[CH:3]=2)(=[O:20])=[O:19])[CH:17]=[CH:16][CH:15]=[CH:14][CH:13]=1. The catalyst class is: 80.